Dataset: Forward reaction prediction with 1.9M reactions from USPTO patents (1976-2016). Task: Predict the product of the given reaction. (1) Given the reactants [SH:1][C:2]1[C:7]2[NH:8][C:9](=[O:11])[NH:10][C:6]=2[CH:5]=[C:4]([C:12]([OH:14])=[O:13])[CH:3]=1.[Cl:15][C:16]1[CH:28]=[CH:27][C:19]2[NH:20][C:21](S(C)(=O)=O)=[N:22][C:18]=2[CH:17]=1, predict the reaction product. The product is: [Cl:15][C:16]1[CH:28]=[CH:27][C:19]2[NH:20][C:21]([S:1][C:2]3[C:7]4[NH:8][C:9](=[O:11])[NH:10][C:6]=4[CH:5]=[C:4]([C:12]([OH:14])=[O:13])[CH:3]=3)=[N:22][C:18]=2[CH:17]=1. (2) Given the reactants [NH2:1][C:2]1[N:3]=[CH:4][C:5]([C:18]2[CH:25]=[CH:24][C:21]([CH:22]=O)=[C:20]([Cl:26])[CH:19]=2)=[N:6][C:7]=1[NH:8][CH2:9][C:10]1[C:15]([Cl:16])=[CH:14][CH:13]=[CH:12][C:11]=1[Cl:17].[NH2:27][CH:28]1[CH2:33][CH2:32][N:31](C(OC(C)(C)C)=O)[C@@H:30]([C:41]([O:43][C:44]([CH3:47])([CH3:46])[CH3:45])=[O:42])[CH2:29]1, predict the reaction product. The product is: [NH2:1][C:2]1[N:3]=[CH:4][C:5]([C:18]2[CH:25]=[CH:24][C:21]([CH2:22][NH:27][CH:28]3[CH2:33][CH2:32][NH:31][C@@H:30]([C:41]([O:43][C:44]([CH3:45])([CH3:46])[CH3:47])=[O:42])[CH2:29]3)=[C:20]([Cl:26])[CH:19]=2)=[N:6][C:7]=1[NH:8][CH2:9][C:10]1[C:15]([Cl:16])=[CH:14][CH:13]=[CH:12][C:11]=1[Cl:17].